This data is from Forward reaction prediction with 1.9M reactions from USPTO patents (1976-2016). The task is: Predict the product of the given reaction. (1) Given the reactants [C@H:1]1([NH2:8])[CH2:6][CH2:5][C@H:4]([NH2:7])[CH2:3][CH2:2]1.Cl[C:10]1[N:15]=[CH:14][CH:13]=[CH:12][N:11]=1, predict the reaction product. The product is: [N:11]1[CH:12]=[CH:13][CH:14]=[N:15][C:10]=1[NH:7][C@H:4]1[CH2:5][CH2:6][C@H:1]([NH2:8])[CH2:2][CH2:3]1. (2) Given the reactants Br[C:2]1[CH:3]=[C:4]2[C:9](=[CH:10][CH:11]=1)[CH:8]=[C:7]([S:12]([C:15]1[CH:22]=[CH:21][CH:20]=[CH:19][C:16]=1[C:17]#[N:18])(=[O:14])=[O:13])[CH:6]=[CH:5]2.[F:23][C:24]1[CH:29]=[CH:28][C:27](B(O)O)=[CH:26][CH:25]=1, predict the reaction product. The product is: [F:23][C:24]1[CH:29]=[CH:28][C:27]([C:2]2[CH:3]=[C:4]3[C:9](=[CH:10][CH:11]=2)[CH:8]=[C:7]([S:12]([C:15]2[CH:22]=[CH:21][CH:20]=[CH:19][C:16]=2[C:17]#[N:18])(=[O:14])=[O:13])[CH:6]=[CH:5]3)=[CH:26][CH:25]=1. (3) Given the reactants [CH3:1][O:2][C:3](=[O:24])[C:4]1[CH:23]=[CH:22][CH:21]=[C:6]([C:7]([NH:9][CH2:10][C:11]([C:13]2[CH:18]=[CH:17][C:16]([O:19][CH3:20])=[CH:15][CH:14]=2)=O)=O)[CH:5]=1.P12(SP3(SP(SP(S3)(S1)=S)(=S)S2)=S)=[S:26].O, predict the reaction product. The product is: [CH3:1][O:2][C:3](=[O:24])[C:4]1[CH:23]=[CH:22][CH:21]=[C:6]([C:7]2[S:26][C:11]([C:13]3[CH:18]=[CH:17][C:16]([O:19][CH3:20])=[CH:15][CH:14]=3)=[CH:10][N:9]=2)[CH:5]=1. (4) The product is: [F:24][C:22]([F:23])([F:25])[CH2:21][N:7]1[C:6]([CH2:4][OH:3])=[CH:10][C:9]([C:11]2[CH:12]=[CH:13][C:14]([C:17]([F:18])([F:19])[F:20])=[CH:15][CH:16]=2)=[N:8]1. Given the reactants C([O:3][C:4]([C:6]1[N:7]([CH2:21][C:22]([F:25])([F:24])[F:23])[N:8]=[C:9]([C:11]2[CH:16]=[CH:15][C:14]([C:17]([F:20])([F:19])[F:18])=[CH:13][CH:12]=2)[CH:10]=1)=O)C.[H-].[Al+3].[Li+].[H-].[H-].[H-], predict the reaction product. (5) Given the reactants [CH3:1][O:2][C:3]1[C:4]([CH2:16][CH:17]([C:19]2[CH:24]=[CH:23][CH:22]=[CH:21][CH:20]=2)[CH3:18])=[C:5](/[CH:9]=[CH:10]\[C:11]([O:13][CH2:14][CH3:15])=[O:12])[CH:6]=[CH:7][CH:8]=1.[H][H], predict the reaction product. The product is: [CH3:1][O:2][C:3]1[C:4]([CH2:16][CH:17]([C:19]2[CH:20]=[CH:21][CH:22]=[CH:23][CH:24]=2)[CH3:18])=[C:5]([CH2:9][CH2:10][C:11]([O:13][CH2:14][CH3:15])=[O:12])[CH:6]=[CH:7][CH:8]=1. (6) Given the reactants [Cl:1][C:2]1[N:3]=[N:4][C:5](Cl)=[CH:6][CH:7]=1.[O:9]1[CH2:14][CH2:13][CH:12]([CH2:15][OH:16])[CH2:11][CH2:10]1, predict the reaction product. The product is: [Cl:1][C:2]1[N:3]=[N:4][C:5]([O:16][CH2:15][CH:12]2[CH2:13][CH2:14][O:9][CH2:10][CH2:11]2)=[CH:6][CH:7]=1. (7) Given the reactants C(O[C:4]([C:6]1[N:14]([CH2:15][C:16]#[CH:17])[C:13]2[CH:12]=[CH:11][N:10]=[CH:9][C:8]=2[C:7]=1[NH:18][C:19]1[CH:24]=[CH:23][C:22]([I:25])=[CH:21][C:20]=1[F:26])=[O:5])C.[OH-].[Na+].CCN=C=NCCCN(C)C.C1C=CC2N(O)N=NC=2C=1.[CH:50]([O:52][CH2:53][CH2:54][O:55][NH2:56])=[CH2:51].CCN(C(C)C)C(C)C, predict the reaction product. The product is: [CH:50]([O:52][CH2:53][CH2:54][O:55][NH:56][C:4]([C:6]1[N:14]([CH2:15][C:16]#[CH:17])[C:13]2[CH:12]=[CH:11][N:10]=[CH:9][C:8]=2[C:7]=1[NH:18][C:19]1[CH:24]=[CH:23][C:22]([I:25])=[CH:21][C:20]=1[F:26])=[O:5])=[CH2:51]. (8) Given the reactants [CH3:1][O:2][C:3]1[CH:8]=[CH:7][C:6]([OH:9])=[CH:5][CH:4]=1.C(=O)([O-])[O-].[K+].[K+].C(#N)C.[CH2:19]([CH:21]([CH2:24][CH2:25][CH2:26][CH3:27])[CH2:22]Br)[CH3:20], predict the reaction product. The product is: [CH3:1][O:2][C:3]1[CH:8]=[CH:7][C:6]([O:9][CH2:22][CH:21]([CH2:19][CH3:20])[CH2:24][CH2:25][CH2:26][CH3:27])=[CH:5][CH:4]=1. (9) Given the reactants [O:1]([CH2:8][C:9]1[CH:10]=[CH:11][C:12]([CH2:15][N:16]2C(=O)C3C(=CC=CC=3)C2=O)=[N:13][CH:14]=1)[C:2]1[CH:7]=[CH:6][CH:5]=[CH:4][CH:3]=1.O.NN, predict the reaction product. The product is: [O:1]([CH2:8][C:9]1[CH:10]=[CH:11][C:12]([CH2:15][NH2:16])=[N:13][CH:14]=1)[C:2]1[CH:3]=[CH:4][CH:5]=[CH:6][CH:7]=1.